Dataset: Forward reaction prediction with 1.9M reactions from USPTO patents (1976-2016). Task: Predict the product of the given reaction. (1) Given the reactants [Br:1][C:2]1[CH:16]=[CH:15][C:5]([CH2:6][NH:7][C:8](=[O:14])[O:9][C:10]([CH3:13])([CH3:12])[CH3:11])=[C:4]([F:17])[CH:3]=1.[CH3:18]I.[H-].[Na+], predict the reaction product. The product is: [C:10]([O:9][C:8](=[O:14])[N:7]([CH2:6][C:5]1[CH:15]=[CH:16][C:2]([Br:1])=[CH:3][C:4]=1[F:17])[CH3:18])([CH3:13])([CH3:12])[CH3:11]. (2) The product is: [F:8][C:6]1[CH:7]=[C:2]2[C:3]([CH:12]=[C:13]([C:14]([CH3:21])([CH3:22])[CH2:15][C:16]([O:18][CH2:19][CH3:20])=[O:17])[NH:1]2)=[CH:4][C:5]=1[N+:9]([O-:11])=[O:10]. Given the reactants [NH2:1][C:2]1[CH:7]=[C:6]([F:8])[C:5]([N+:9]([O-:11])=[O:10])=[CH:4][C:3]=1[C:12]#[C:13][C:14]([CH3:22])([CH3:21])[CH2:15][C:16]([O:18][CH2:19][CH3:20])=[O:17].C(OCC)(=O)C, predict the reaction product.